Dataset: Peptide-MHC class I binding affinity with 185,985 pairs from IEDB/IMGT. Task: Regression. Given a peptide amino acid sequence and an MHC pseudo amino acid sequence, predict their binding affinity value. This is MHC class I binding data. (1) The peptide sequence is RLYDYFTRV. The binding affinity (normalized) is 0.368. The MHC is HLA-C12:03 with pseudo-sequence HLA-C12:03. (2) The peptide sequence is NTPEALCDPTE. The MHC is Mamu-A02 with pseudo-sequence Mamu-A02. The binding affinity (normalized) is 0. (3) The peptide sequence is PHYNNPWNT. The MHC is HLA-B07:02 with pseudo-sequence HLA-B07:02. The binding affinity (normalized) is 0.0847. (4) The peptide sequence is FSGKSTELIR. The MHC is HLA-A03:01 with pseudo-sequence HLA-A03:01. The binding affinity (normalized) is 0.0251. (5) The peptide sequence is GVFHTMWHV. The MHC is HLA-A02:17 with pseudo-sequence HLA-A02:17. The binding affinity (normalized) is 0.566. (6) The peptide sequence is GLSFLNPEK. The MHC is HLA-A26:01 with pseudo-sequence HLA-A26:01. The binding affinity (normalized) is 0.0847.